This data is from Experimentally validated miRNA-target interactions with 360,000+ pairs, plus equal number of negative samples. The task is: Binary Classification. Given a miRNA mature sequence and a target amino acid sequence, predict their likelihood of interaction. (1) The miRNA is rno-let-7d-5p with sequence AGAGGUAGUAGGUUGCAUAGUU. The protein sequence of the target gene is MLPLPSCSLPILLLFLLPSVPIESQPPPSTLPPFLAPEWDLLSPRVVLSRGAPAGPPLLFLLEAGAFRESAGAPANRSRRGVSETAPASRRGELAVCDAVSGWVTDRRTAVDLRGREVEVLGEVPAAGGSPLRQYFFETRCKADNAEEGGPGAGGGGCRGVDRRHWVSECKAKQSYVRALTADAQGRVGWRWIRIDTACVCTLLSRTGRA. Result: 0 (no interaction). (2) The miRNA is hsa-miR-6765-3p with sequence UCACCUGGCUGGCCCGCCCAG. The protein sequence of the target gene is MRTAAGAVSPDSRPETRRQTRKNEEAAWGPRVCRAEREDNRKCPPSILKRSRPEHHRPEAKPQRTSRRVWFREPPAVTVHYIADKNATATVRVPGRPRPHGGSLLLQLCVCVLLVLALGLYCGRAKPVATALEDLRARLLGLVLHLRHVALTCWRGLLRL. Result: 1 (interaction). (3) The miRNA is mmu-miR-679-3p with sequence AGCAAGGUCCUCCUCACAGUAG. The protein sequence of the target gene is MGDVLSTHLDDARRQHIAEKTGKILTEFLQFYEDQYGVALFNSMRHEIEGTGLPQAQLLWRKVPLDERIVFSGNLFQHQEDSKKWRNRFSLVPHNYGLVLYENKAAYERQVPPRAVINSAGYKILTSVDQYLELIGNSLPGTTAKSGSAPILKCPTQFPLILWHPYARHYYFCMMTEAEQDKWQAVLQDCIRHCNNGIPEDSKVEGPAFTDAIRMYRQSKELYGTWEMLCGNEVQILSNLVMEELGPELKAELGPRLKGKPQERQRQWIQISDAVYHMVYEQAKARFEEVLSKVQQVQPA.... Result: 0 (no interaction). (4) The miRNA is hsa-miR-378a-5p with sequence CUCCUGACUCCAGGUCCUGUGU. The protein sequence of the target gene is MGEVTAEEVEKFLDSNIGFAKQYYNLHYRAKLISDLLGAKEAAVDFSNYHSPSSMEESEIIFDLLRDFQENLQTEKCIFNVMKKLCFLLQADRMSLFMYRTRNGIAELATRLFNVHKDAVLEDCLVMPDQEIVFPLDMGIVGHVAHSKKIANVPNTEEDEHFCDFVDILTEYKTKNILASPIMNGKDVVAIIMAVNKVDGSHFTKRDEEILLKYLNFANLIMKVYHLSYLHNCETRRGQILLWSGSKVFEELTDIERQFHKALYTVRAFLNCDRYSVGLLDMTKQKEFFDVWPVLMGEVP.... Result: 1 (interaction).